From a dataset of Full USPTO retrosynthesis dataset with 1.9M reactions from patents (1976-2016). Predict the reactants needed to synthesize the given product. (1) Given the product [F:1][C:2]([F:7])([F:6])[C:3]([OH:5])=[O:4].[CH:8]1([CH:13]([N:17]2[CH:21]=[C:20]([N:48]3[C:47]4[NH:51][CH:52]=[CH:53][C:46]=4[CH:45]=[N:50][CH2:49]3)[CH:19]=[N:18]2)[CH2:14][C:15]#[CH:16])[CH2:9][CH2:10][CH2:11][CH2:12]1, predict the reactants needed to synthesize it. The reactants are: [F:1][C:2]([F:7])([F:6])[C:3]([OH:5])=[O:4].[CH:8]1([CH:13]([N:17]2[CH:21]=[C:20](C3C4C=CNC=4N=CN=3)[CH:19]=[N:18]2)[CH2:14][C:15]#[CH:16])[CH2:12][CH2:11][CH2:10][CH2:9]1.C1(C(N2C=C([C:45]3[C:46]4[CH:53]=[CH:52][N:51](COCC[Si](C)(C)C)[C:47]=4[N:48]=[CH:49][N:50]=3)C=N2)CC#C)CCCC1. (2) Given the product [Br:3][C:4]1[CH:17]=[C:16]2[C:7]([O:8][C:9]3[C:10]([F:34])=[CH:11][C:12]([O:32][CH3:33])=[CH:13][C:14]=3[C:15]32[CH2:22][CH2:21][S:20][C:19]([NH2:23])=[N:18]3)=[CH:6][CH:5]=1, predict the reactants needed to synthesize it. The reactants are: [OH-].[Li+].[Br:3][C:4]1[CH:17]=[C:16]2[C:7]([O:8][C:9]3[C:10]([F:34])=[CH:11][C:12]([O:32][CH3:33])=[CH:13][C:14]=3[C:15]32[CH2:22][CH2:21][S:20][C:19]([NH:23]C(=O)C2C=CC=CC=2)=[N:18]3)=[CH:6][CH:5]=1. (3) Given the product [F:50][C:51]([F:56])([F:55])[C:52]([OH:54])=[O:53].[Cl:10][C:11]1[CH:12]=[C:13]([S:18]([CH2:48][NH:47][CH2:46][CH2:45][C:44]([N:23]([CH2:24][CH2:25][C:26]2[CH:27]=[CH:28][C:29]([C:32]3[NH:36][CH2:35][CH2:34][N:33]=3)=[CH:30][CH:31]=2)[CH3:22])=[O:49])(=[O:20])=[O:19])[CH:14]=[C:15]([Cl:17])[CH:16]=1, predict the reactants needed to synthesize it. The reactants are: C(N(C(C)C)CC)(C)C.[Cl:10][C:11]1[CH:12]=[C:13]([S:18](Cl)(=[O:20])=[O:19])[CH:14]=[C:15]([Cl:17])[CH:16]=1.[CH3:22][N:23]([C:44](=[O:49])[CH2:45][CH2:46][NH:47][CH3:48])[CH2:24][CH2:25][C:26]1[CH:31]=[CH:30][C:29]([C:32]2[N:33](C(OC(C)(C)C)=O)[CH2:34][CH2:35][N:36]=2)=[CH:28][CH:27]=1.[F:50][C:51]([F:56])([F:55])[C:52]([OH:54])=[O:53]. (4) Given the product [CH3:5][O:6][C:7]1[CH:15]=[CH:14][C:10]([C:11]([Cl:3])=[O:12])=[CH:9][C:8]=1[N+:16]([O-:18])=[O:17], predict the reactants needed to synthesize it. The reactants are: S(Cl)([Cl:3])=O.[CH3:5][O:6][C:7]1[CH:15]=[CH:14][C:10]([C:11](O)=[O:12])=[CH:9][C:8]=1[N+:16]([O-:18])=[O:17]. (5) Given the product [C:1]([O:5][C:6](=[O:22])[NH:7][C:8]1[CH:13]=[CH:12][C:11]([C:14]2[CH:15]=[CH:16][C:17]([F:20])=[CH:18][CH:19]=2)=[CH:10][C:9]=1[NH:21][C:28](=[O:27])[CH2:29][C:30]([C:32]1[CH:37]=[CH:36][CH:35]=[C:34]([N:38]2[CH:42]=[C:41]([CH3:43])[N:40]=[CH:39]2)[CH:33]=1)=[O:31])([CH3:4])([CH3:2])[CH3:3], predict the reactants needed to synthesize it. The reactants are: [C:1]([O:5][C:6](=[O:22])[NH:7][C:8]1[CH:13]=[CH:12][C:11]([C:14]2[CH:19]=[CH:18][C:17]([F:20])=[CH:16][CH:15]=2)=[CH:10][C:9]=1[NH2:21])([CH3:4])([CH3:3])[CH3:2].C([O:27][C:28](=O)[CH2:29][C:30]([C:32]1[CH:37]=[CH:36][CH:35]=[C:34]([N:38]2[CH:42]=[C:41]([CH3:43])[N:40]=[CH:39]2)[CH:33]=1)=[O:31])(C)(C)C.